From a dataset of Catalyst prediction with 721,799 reactions and 888 catalyst types from USPTO. Predict which catalyst facilitates the given reaction. (1) The catalyst class is: 92. Product: [CH3:30][N:29]([CH3:31])[C:2]1[C:11]2[C:6](=[CH:7][CH:8]=[C:9]([F:12])[CH:10]=2)[N:5]=[C:4]([CH:13]([NH:15][C:16](=[O:22])[O:17][C:18]([CH3:21])([CH3:20])[CH3:19])[CH3:14])[C:3]=1[C:23]1[CH:28]=[CH:27][CH:26]=[CH:25][N:24]=1. Reactant: Cl[C:2]1[C:11]2[C:6](=[CH:7][CH:8]=[C:9]([F:12])[CH:10]=2)[N:5]=[C:4]([CH:13]([NH:15][C:16](=[O:22])[O:17][C:18]([CH3:21])([CH3:20])[CH3:19])[CH3:14])[C:3]=1[C:23]1[CH:28]=[CH:27][CH:26]=[CH:25][N:24]=1.[NH:29]([CH3:31])[CH3:30]. (2) Reactant: [C:8]1([N-][C:8]2[CH:13]=[CH:12][CH:11]=[CH:10][CH:9]=2)[CH:13]=[CH:12][CH:11]=[CH:10][CH:9]=1.[OH-:14].[K+].C(O)CO[CH2:19][CH2:20][OH:21]. Product: [CH2:10]([C:9]1[C:8]2[C:9](=[CH:10][CH:11]=[CH:12][CH:13]=2)[C:19]([C:20]([OH:21])=[O:14])=[CH:13][CH:8]=1)[CH3:11]. The catalyst class is: 6. (3) Product: [C:41]([OH:44])(=[O:43])/[CH:42]=[CH:35]/[C:34]([OH:37])=[O:36].[F:1][C:2]1[C:3]([CH2:24][NH:25][CH3:26])=[CH:4][N:5]([S:14]([C:17]2[O:18][C:19]([CH2:22][F:23])=[CH:20][CH:21]=2)(=[O:15])=[O:16])[C:6]=1[C:7]1[C:8]([F:13])=[N:9][CH:10]=[CH:11][CH:12]=1. The catalyst class is: 41. Reactant: [F:1][C:2]1[C:3]([CH2:24][N:25](C)[C:26](=O)OC(C)(C)C)=[CH:4][N:5]([S:14]([C:17]2[O:18][C:19]([CH2:22][F:23])=[CH:20][CH:21]=2)(=[O:16])=[O:15])[C:6]=1[C:7]1[C:8]([F:13])=[N:9][CH:10]=[CH:11][CH:12]=1.[C:34]([O:37]CC)(=[O:36])[CH3:35].Cl.[C:41]([O:44]CC)(=[O:43])[CH3:42]. (4) Product: [Br:1][C:2]1[C:7]([CH3:8])=[CH:6][C:5]([O:9][Si:15]([CH:19]([CH3:21])[CH3:20])([CH:16]([CH3:18])[CH3:17])[CH:12]([CH3:14])[CH3:13])=[C:4]([CH3:10])[C:3]=1[CH3:11]. Reactant: [Br:1][C:2]1[C:7]([CH3:8])=[CH:6][C:5]([OH:9])=[C:4]([CH3:10])[C:3]=1[CH3:11].[CH:12]([Si:15](Cl)([CH:19]([CH3:21])[CH3:20])[CH:16]([CH3:18])[CH3:17])([CH3:14])[CH3:13]. The catalyst class is: 4. (5) Reactant: [C:1]([O:5][C:6](=[O:18])[NH:7][C@H:8]([C:11]1[CH:16]=[CH:15][C:14]([OH:17])=[CH:13][CH:12]=1)[CH2:9][OH:10])([CH3:4])([CH3:3])[CH3:2].[CH3:19][CH:20]([CH2:23][CH2:24][CH3:25])[CH2:21]Br.C([O-])([O-])=O.[Cs+].[Cs+].[NH4+].[Cl-]. Product: [C:1]([O:5][C:6](=[O:18])[NH:7][C@H:8]([C:11]1[CH:16]=[CH:15][C:14]([O:17][CH2:19][CH:20]([CH3:21])[CH2:23][CH2:24][CH3:25])=[CH:13][CH:12]=1)[CH2:9][OH:10])([CH3:4])([CH3:2])[CH3:3]. The catalyst class is: 3. (6) Reactant: [Cl:1][C:2]1[CH:7]=[CH:6][C:5]([S:8][C:9]2[C:17]3[C:12](=[N:13][CH:14]=[CH:15][CH:16]=3)[NH:11][C:10]=2C2C=NC(S(C)=O)=CC=2)=[CH:4][CH:3]=1.Cl[C:28]1C=CC(SC2C3C(=NC=CC=3)NC=2C2C=CC(S(C)=O)=CC=2)=NC=1.[CH:53]1[CH:58]=[C:57](Cl)[CH:56]=[C:55]([C:60]([O:62]O)=O)[CH:54]=1. Product: [Cl:1][C:2]1[CH:7]=[CH:6][C:5]([S:8][C:9]2[C:17]3[C:12](=[N:13][CH:14]=[CH:15][CH:16]=3)[NH:11][C:10]=2[C:54]2[CH:53]=[CH:58][CH:57]=[CH:56][C:55]=2[CH2:60][O:62][CH3:28])=[CH:4][CH:3]=1. The catalyst class is: 2. (7) Reactant: [CH:1]#[C:2][CH2:3][NH:4][C@H:5]1[C:9]2[CH:10]=[CH:11][CH:12]=[CH:13][C:8]=2[CH2:7][CH2:6]1.C(O)C.[O:17]=[C:18]([OH:29])[C@@H:19]([C@H:21]([C@@H:23]([C@@H:25]([CH2:27][OH:28])[OH:26])[OH:24])[OH:22])[OH:20]. Product: [CH:1]#[C:2][CH2:3][NH:4][C@H:5]1[C:9]2[CH:10]=[CH:11][CH:12]=[CH:13][C:8]=2[CH2:7][CH2:6]1.[O:17]=[C:18]([O-:29])[C@@H:19]([C@H:21]([C@@H:23]([C@@H:25]([CH2:27][OH:28])[OH:26])[OH:24])[OH:22])[OH:20]. The catalyst class is: 6.